This data is from Catalyst prediction with 721,799 reactions and 888 catalyst types from USPTO. The task is: Predict which catalyst facilitates the given reaction. (1) Reactant: CCCCCC.C([Li])CCC.[Br:12][C:13]1[CH:18]=[CH:17][C:16](I)=[C:15]([O:20][C:21]([F:24])([F:23])[F:22])[CH:14]=1.C(O)(=O)C[C:27](CC(O)=O)(C(O)=O)[OH:28]. Product: [Br:12][C:13]1[CH:18]=[CH:17][C:16]([CH:27]=[O:28])=[C:15]([O:20][C:21]([F:24])([F:23])[F:22])[CH:14]=1. The catalyst class is: 118. (2) Reactant: [CH3:1][S:2]([C:5]1[CH:6]=[CH:7][C:8]([C:11]2[CH2:16][CH2:15][CH:14]([O:17][CH2:18][CH:19]3[CH2:24][CH2:23][N:22]([C:25]([O:27][C:28]([CH3:31])([CH3:30])[CH3:29])=[O:26])[CH2:21][CH2:20]3)[CH2:13][CH:12]=2)=[N:9][CH:10]=1)(=[O:4])=[O:3]. Product: [CH3:1][S:2]([C:5]1[CH:6]=[CH:7][C:8]([CH:11]2[CH2:16][CH2:15][CH:14]([O:17][CH2:18][CH:19]3[CH2:24][CH2:23][N:22]([C:25]([O:27][C:28]([CH3:31])([CH3:30])[CH3:29])=[O:26])[CH2:21][CH2:20]3)[CH2:13][CH2:12]2)=[N:9][CH:10]=1)(=[O:3])=[O:4]. The catalyst class is: 707.